This data is from Forward reaction prediction with 1.9M reactions from USPTO patents (1976-2016). The task is: Predict the product of the given reaction. (1) Given the reactants [N:1]([CH:4]1[CH2:10][CH2:9][N:8]([C:11]2[N:15]([CH3:16])[N:14]=[CH:13][C:12]=2[N+:17]([O-:19])=[O:18])[CH2:7][CH:6]([OH:20])[CH2:5]1)=[N+:2]=[N-:3].[CH3:21]C1CCN(C(OC(C)(C)C)=O)CC(=O)C=1, predict the reaction product. The product is: [N:1]([C:4]1([CH3:21])[CH2:10][CH2:9][N:8]([C:11]2[N:15]([CH3:16])[N:14]=[CH:13][C:12]=2[N+:17]([O-:19])=[O:18])[CH2:7][CH:6]([OH:20])[CH2:5]1)=[N+:2]=[N-:3]. (2) Given the reactants [CH3:1][C:2]1([CH3:14])[C:6]([CH3:8])([CH3:7])[O:5][B:4]([C:9]2[CH:10]=[N:11][NH:12][CH:13]=2)[O:3]1.C(=O)([O-])[O-].[Cs+].[Cs+].Cl[CH2:22][C:23]([N:25]([CH3:27])[CH3:26])=[O:24], predict the reaction product. The product is: [CH3:26][N:25]([CH3:27])[C:23](=[O:24])[CH2:22][N:12]1[CH:13]=[C:9]([B:4]2[O:5][C:6]([CH3:7])([CH3:8])[C:2]([CH3:14])([CH3:1])[O:3]2)[CH:10]=[N:11]1. (3) Given the reactants [C:1]([O:4][C@@H:5]1[C@@H:20]([O:21][C:22](=[O:24])[CH3:23])[C@@H:19]([O:25][C:26](=[O:28])[CH3:27])[C@@H:18]([CH2:29][O:30][C:31](=[O:33])[CH3:32])[O:17][C@H:6]1[O:7][CH2:8][CH2:9][O:10][CH2:11][CH2:12][O:13][CH2:14][CH2:15]Cl)(=[O:3])[CH3:2].[N-:34]=[N+:35]=[N-:36].[Na+], predict the reaction product. The product is: [C:1]([O:4][C@@H:5]1[C@@H:20]([O:21][C:22](=[O:24])[CH3:23])[C@@H:19]([O:25][C:26](=[O:28])[CH3:27])[C@@H:18]([CH2:29][O:30][C:31](=[O:33])[CH3:32])[O:17][C@H:6]1[O:7][CH2:8][CH2:9][O:10][CH2:11][CH2:12][O:13][CH2:14][CH2:15][N:34]=[N+:35]=[N-:36])(=[O:3])[CH3:2]. (4) Given the reactants [CH:1]1([NH:5][C:6]([NH:8][C:9]2[CH:14]=[CH:13][C:12]([C:15]([N:17]3[CH2:22][CH2:21][NH:20][CH2:19][CH2:18]3)=[O:16])=[CH:11][CH:10]=2)=[O:7])[CH2:4][CH2:3][CH2:2]1.Cl[CH2:24][C:25]1[CH:26]=[C:27]([CH:38]=[CH:39][CH:40]=1)[C:28]([NH:30][C:31]([CH3:37])([CH3:36])[C:32]([F:35])([F:34])[F:33])=[O:29].C(N(CC)CC)C.[I-].[Na+], predict the reaction product. The product is: [CH:1]1([NH:5][C:6](=[O:7])[NH:8][C:9]2[CH:10]=[CH:11][C:12]([C:15]([N:17]3[CH2:18][CH2:19][N:20]([CH2:24][C:25]4[CH:26]=[C:27]([CH:38]=[CH:39][CH:40]=4)[C:28]([NH:30][C:31]([CH3:37])([CH3:36])[C:32]([F:33])([F:35])[F:34])=[O:29])[CH2:21][CH2:22]3)=[O:16])=[CH:13][CH:14]=2)[CH2:4][CH2:3][CH2:2]1. (5) Given the reactants [C:1]([C:4]1[S:5]C(Br)=C[CH:8]=1)(=O)[CH3:2].[Br:10][C:11]1[S:15][C:14]([C:16]([CH2:18][C:19]#[N:20])=[O:17])=[CH:13][CH:12]=1.N1CCOCC1.[S], predict the reaction product. The product is: [NH2:20][C:19]1[S:5][C:4]([CH3:8])=[C:1]([CH3:2])[C:18]=1[C:16]([C:14]1[S:15][C:11]([Br:10])=[CH:12][CH:13]=1)=[O:17].